This data is from Catalyst prediction with 721,799 reactions and 888 catalyst types from USPTO. The task is: Predict which catalyst facilitates the given reaction. (1) Reactant: [CH:1]([C:4]1[S:5][CH:6]=[C:7](/[CH:9]=[CH:10]\[C:11]2[C:12]([O:22][CH2:23][C:24]3[CH:49]=[CH:48][C:27]([O:28][CH2:29][C:30]4[N:31]=[C:32]([C:36]5[CH:41]=[CH:40][C:39]([CH2:42][C:43]([O:45]CC)=[O:44])=[CH:38][CH:37]=5)[O:33][C:34]=4[CH3:35])=[C:26]([O:50][CH3:51])[CH:25]=3)=[N:13][N:14]([C:16]3[CH:21]=[CH:20][CH:19]=[CH:18][CH:17]=3)[CH:15]=2)[N:8]=1)([CH3:3])[CH3:2].O1CCCC1.[OH-].[Na+].Cl. The catalyst class is: 97. Product: [CH:1]([C:4]1[S:5][CH:6]=[C:7](/[CH:9]=[CH:10]\[C:11]2[C:12]([O:22][CH2:23][C:24]3[CH:49]=[CH:48][C:27]([O:28][CH2:29][C:30]4[N:31]=[C:32]([C:36]5[CH:37]=[CH:38][C:39]([CH2:42][C:43]([OH:45])=[O:44])=[CH:40][CH:41]=5)[O:33][C:34]=4[CH3:35])=[C:26]([O:50][CH3:51])[CH:25]=3)=[N:13][N:14]([C:16]3[CH:17]=[CH:18][CH:19]=[CH:20][CH:21]=3)[CH:15]=2)[N:8]=1)([CH3:3])[CH3:2]. (2) Reactant: [CH2:1]([C:4]1[N:9]=[C:8]2[N:10]([C@@H:15]3[C:23]4[C:18](=[CH:19][C:20]([C:24]5[CH:29]=[CH:28][CH:27]=[CH:26][C:25]=5[C:30]5[N:34](C(C6C=CC=CC=6)(C6C=CC=CC=6)C6C=CC=CC=6)[N:33]=[N:32][N:31]=5)=[CH:21][CH:22]=4)[CH2:17][CH2:16]3)[C:11]([CH2:13][CH3:14])=[N:12][C:7]2=[C:6]([CH3:54])[CH:5]=1)[CH:2]=[CH2:3]. Product: [CH2:1]([C:4]1[N:9]=[C:8]2[N:10]([C@@H:15]3[C:23]4[C:18](=[CH:19][C:20]([C:24]5[CH:29]=[CH:28][CH:27]=[CH:26][C:25]=5[C:30]5[NH:34][N:33]=[N:32][N:31]=5)=[CH:21][CH:22]=4)[CH2:17][CH2:16]3)[C:11]([CH2:13][CH3:14])=[N:12][C:7]2=[C:6]([CH3:54])[CH:5]=1)[CH:2]=[CH2:3]. The catalyst class is: 5. (3) Reactant: [CH2:1]([O:3][C:4]([C:6]1[CH:7]=[N:8][N:9]([C:15]2[CH:20]=[CH:19][CH:18]=[C:17](Cl)[N:16]=2)[C:10]=1[C:11]([F:14])([F:13])[F:12])=[O:5])[CH3:2].[B:22]1([B:22]2[O:26][C:25]([CH3:28])([CH3:27])[C:24]([CH3:30])([CH3:29])[O:23]2)[O:26][C:25]([CH3:28])([CH3:27])[C:24]([CH3:30])([CH3:29])[O:23]1.ClCCl.C([O-])(=O)C.[K+]. Product: [CH3:29][C:24]1([CH3:30])[C:25]([CH3:28])([CH3:27])[O:26][B:22]([C:17]2[N:16]=[C:15]([N:9]3[C:10]([C:11]([F:14])([F:13])[F:12])=[C:6]([C:4]([O:3][CH2:1][CH3:2])=[O:5])[CH:7]=[N:8]3)[CH:20]=[CH:19][CH:18]=2)[O:23]1. The catalyst class is: 16. (4) Reactant: [N:1]1[CH:6]=[CH:5][C:4]([C:7]2[CH:12]=[CH:11][N:10]3[C:13]([C:16]4[CH:21]=[CH:20][C:19]([NH2:22])=[C:18]([C:23]([F:26])([F:25])[F:24])[CH:17]=4)=[CH:14][N:15]=[C:9]3[CH:8]=2)=[CH:3][CH:2]=1.C(N(CC)CC)C.ClC(Cl)(O[C:38](=[O:44])OC(Cl)(Cl)Cl)Cl.[C:46]([C:50]1[O:54][N:53]=[C:52]([NH2:55])[CH:51]=1)([CH3:49])([CH3:48])[CH3:47]. Product: [C:46]([C:50]1[O:54][N:53]=[C:52]([NH:55][C:38]([NH:22][C:19]2[CH:20]=[CH:21][C:16]([C:13]3[N:10]4[CH:11]=[CH:12][C:7]([C:4]5[CH:5]=[CH:6][N:1]=[CH:2][CH:3]=5)=[CH:8][C:9]4=[N:15][CH:14]=3)=[CH:17][C:18]=2[C:23]([F:26])([F:25])[F:24])=[O:44])[CH:51]=1)([CH3:49])([CH3:48])[CH3:47]. The catalyst class is: 2. (5) Product: [ClH:33].[CH3:34][C:24]1[CH:29]=[CH:28][C:27]([S:30]([NH:23][C:16]2[CH:15]=[C:14]([N:11]3[CH2:10][CH2:9][NH:8][CH2:13][CH2:12]3)[C:22]3[O:21][CH:20]=[CH:19][C:18]=3[CH:17]=2)(=[O:32])=[O:31])=[CH:26][CH:25]=1. The catalyst class is: 4. Reactant: C(OC([N:8]1[CH2:13][CH2:12][N:11]([C:14]2[C:22]3[O:21][CH:20]=[CH:19][C:18]=3[CH:17]=[C:16]([NH2:23])[CH:15]=2)[CH2:10][CH2:9]1)=O)(C)(C)C.[C:24]1([CH3:34])[CH:29]=[CH:28][C:27]([S:30]([Cl:33])(=[O:32])=[O:31])=[CH:26][CH:25]=1.N1C=CC=CC=1. (6) Reactant: [CH3:1][N:2]1[C:11]2[C:6](=[CH:7][CH:8]=[CH:9][CH:10]=2)[CH:5]=[C:4]([CH:12]=O)[C:3]1=[O:14].C([O-])(=O)C.[Na+].[Cl-].[Cl-].[NH3+:22][CH2:23][CH:24]([NH+:31]1[CH2:36][CH2:35][C:34]([F:38])([F:37])[CH2:33][CH2:32]1)[C:25]1[CH:30]=[CH:29][CH:28]=[CH:27][CH:26]=1.C(O)(=O)C.C(O[BH-](OC(=O)C)OC(=O)C)(=O)C.[Na+]. Product: [F:38][C:34]1([F:37])[CH2:33][CH2:32][N:31]([CH:24]([C:25]2[CH:30]=[CH:29][CH:28]=[CH:27][CH:26]=2)[CH2:23][NH:22][CH2:12][C:4]2[C:3](=[O:14])[N:2]([CH3:1])[C:11]3[C:6]([CH:5]=2)=[CH:7][CH:8]=[CH:9][CH:10]=3)[CH2:36][CH2:35]1. The catalyst class is: 26. (7) Reactant: [CH:1]1[C:14]2[CH:13]3[CH:8]([CH2:9][CH2:10][CH2:11][CH2:12]3)[CH2:7][N:6]3[CH2:15][CH2:16][N:17](C(OCC4C=CC=CC=4)=O)[CH2:18][C:4]([C:5]=23)=[CH:3][CH:2]=1.FC(F)(F)S(O)(=O)=O.C1(OC)C=CC=CC=1.[OH-].[Na+].C(Cl)[Cl:48]. Product: [ClH:48].[CH:1]1[C:14]2[CH:13]3[CH:8]([CH2:9][CH2:10][CH2:11][CH2:12]3)[CH2:7][N:6]3[CH2:15][CH2:16][NH:17][CH2:18][C:4]([C:5]=23)=[CH:3][CH:2]=1. The catalyst class is: 6. (8) The catalyst class is: 137. Product: [Br:24][C:21]1[CH:22]=[CH:23][C:18]([CH2:17][C:13]23[C:12](=[O:25])[N:11]([C:26]4[CH:31]=[C:30]([Cl:32])[CH:29]=[C:28]([Cl:33])[CH:27]=4)[C:10](=[O:34])[N:9]2[NH:8][CH2:16][CH2:15][CH2:14]3)=[CH:19][CH:20]=1. Reactant: C(OC([N:8]1[CH2:16][CH2:15][CH2:14][C:13]2([CH2:17][C:18]3[CH:23]=[CH:22][C:21]([Br:24])=[CH:20][CH:19]=3)[N:9]1[C:10](=[O:34])[N:11]([C:26]1[CH:31]=[C:30]([Cl:32])[CH:29]=[C:28]([Cl:33])[CH:27]=1)[C:12]2=[O:25])=O)(C)(C)C. (9) Product: [F:16][C:15]([F:18])([F:17])[S:12]([O:1][C:2]1[CH:7]=[CH:6][C:5]([C:8](=[O:10])[CH3:9])=[CH:4][C:3]=1[CH3:11])(=[O:14])=[O:13]. Reactant: [OH:1][C:2]1[CH:7]=[CH:6][C:5]([C:8](=[O:10])[CH3:9])=[CH:4][C:3]=1[CH3:11].[S:12](O[S:12]([C:15]([F:18])([F:17])[F:16])(=[O:14])=[O:13])([C:15]([F:18])([F:17])[F:16])(=[O:14])=[O:13].C(N(CC)CC)C. The catalyst class is: 2.